This data is from Peptide-MHC class I binding affinity with 185,985 pairs from IEDB/IMGT. The task is: Regression. Given a peptide amino acid sequence and an MHC pseudo amino acid sequence, predict their binding affinity value. This is MHC class I binding data. (1) The peptide sequence is PYDCKELRL. The MHC is HLA-A26:03 with pseudo-sequence HLA-A26:03. The binding affinity (normalized) is 0.0847. (2) The peptide sequence is NYPASLHKF. The MHC is HLA-B18:01 with pseudo-sequence HLA-B18:01. The binding affinity (normalized) is 0.0847.